The task is: Predict which catalyst facilitates the given reaction.. This data is from Catalyst prediction with 721,799 reactions and 888 catalyst types from USPTO. (1) Reactant: [CH:1]1([CH:11]2[CH2:13][CH2:12]2)[CH2:3][CH:2]1[CH:4]1[CH2:9][CH2:8][CH2:7][CH2:6][CH:5]1[NH2:10].C(=O)([O-])[O-].[K+].[K+].[F:20][CH:21]([F:32])[C:22]1[C:26]([C:27](Cl)=[O:28])=[C:25]([F:30])[N:24]([CH3:31])[N:23]=1. Product: [CH:1]1([CH:11]2[CH2:13][CH2:12]2)[CH2:3][CH:2]1[CH:4]1[CH2:9][CH2:8][CH2:7][CH2:6][CH:5]1[NH:10][C:27]([C:26]1[C:22]([CH:21]([F:32])[F:20])=[N:23][N:24]([CH3:31])[C:25]=1[F:30])=[O:28]. The catalyst class is: 10. (2) Reactant: [CH2:1]([NH:8][S:9]([C:12]1[C:17]([Cl:18])=[CH:16][CH:15]=[C:14]([N+:19]([O-:21])=[O:20])[C:13]=1C(=O)C)(=[O:11])=[O:10])[C:2]1[CH:7]=[CH:6][CH:5]=[CH:4][CH:3]=1.Cl[Si](C)(C)C.C([OH:32])C. Product: [CH2:1]([NH:8][S:9]([C:12]1[C:17]([Cl:18])=[CH:16][CH:15]=[C:14]([N+:19]([O-:21])=[O:20])[C:13]=1[OH:32])(=[O:11])=[O:10])[C:2]1[CH:7]=[CH:6][CH:5]=[CH:4][CH:3]=1. The catalyst class is: 65. (3) Reactant: C(N(CC)C(C)C)(C)C.[CH2:10]([O:17][C:18]([NH:20][C:21](=[N:24][C:25](=O)[C:26]1[CH:31]=[CH:30][C:29]([O:32][CH3:33])=[CH:28][CH:27]=1)SC)=[O:19])[C:11]1[CH:16]=[CH:15][CH:14]=[CH:13][CH:12]=1.C(O)(=O)C(O)=O.[CH2:41]([NH:43][NH2:44])[CH3:42].CCOCC. Product: [CH2:10]([O:17][C:18](=[O:19])[NH:20][C:21]1[N:24]=[C:25]([C:26]2[CH:31]=[CH:30][C:29]([O:32][CH3:33])=[CH:28][CH:27]=2)[N:43]([CH2:41][CH3:42])[N:44]=1)[C:11]1[CH:16]=[CH:15][CH:14]=[CH:13][CH:12]=1. The catalyst class is: 3. (4) Reactant: [NH2:1][C:2]1[N:7]=[C:6]([NH:8][CH:9]2[CH2:14][CH2:13][N:12](C(OC(C)(C)C)=O)[CH2:11][CH2:10]2)[CH:5]=[C:4]([N:22]2[CH2:27][CH2:26][N:25]([CH3:28])[CH2:24][CH2:23]2)[N:3]=1.C(O)(C(F)(F)F)=O. Product: [CH3:28][N:25]1[CH2:24][CH2:23][N:22]([C:4]2[N:3]=[C:2]([NH2:1])[N:7]=[C:6]([NH:8][CH:9]3[CH2:14][CH2:13][NH:12][CH2:11][CH2:10]3)[CH:5]=2)[CH2:27][CH2:26]1. The catalyst class is: 2. (5) Reactant: [N:1]([CH2:4][CH2:5][O:6][CH2:7][CH2:8][NH:9][C:10](=[O:16])[O:11][C:12]([CH3:15])([CH3:14])[CH3:13])=[N+]=[N-]. Product: [NH2:1][CH2:4][CH2:5][O:6][CH2:7][CH2:8][NH:9][C:10](=[O:16])[O:11][C:12]([CH3:14])([CH3:13])[CH3:15]. The catalyst class is: 19. (6) Reactant: [Br:1][C:2]1[CH:7]=[CH:6][NH:5][C:4](=[O:8])[CH:3]=1.[O:9]1[CH2:11][C@H:10]1[CH2:12][N:13]1[CH2:22][CH2:21][C:20]2[C:15](=[CH:16][CH:17]=[CH:18][CH:19]=2)[CH2:14]1. Product: [Br:1][C:2]1[CH:7]=[CH:6][N:5]([CH2:11][C@H:10]([OH:9])[CH2:12][N:13]2[CH2:22][CH2:21][C:20]3[C:15](=[CH:16][CH:17]=[CH:18][CH:19]=3)[CH2:14]2)[C:4](=[O:8])[CH:3]=1. The catalyst class is: 14. (7) Reactant: [F:1][C:2]1[CH:24]=[CH:23][CH:22]=[C:21]([F:25])[C:3]=1[CH2:4][O:5][C:6]1[N:11]2[N:12]=[C:13]([CH3:18])[C:14]([C:15](O)=[O:16])=[C:10]2[CH:9]=[C:8]([CH2:19][CH3:20])[CH:7]=1.Cl.CN(C)CCCN=C=NCC.ON1C2N=CC=CC=2N=N1.C(N(CC)C(C)C)(C)C.[NH2:57][CH2:58][C:59]([NH:64][C:65](=[O:71])[O:66][C:67]([CH3:70])([CH3:69])[CH3:68])([CH3:63])[CH2:60][CH2:61][CH3:62]. Product: [C:67]([O:66][C:65](=[O:71])[NH:64][C:59]([CH3:63])([CH2:60][CH2:61][CH3:62])[CH2:58][NH:57][C:15]([C:14]1[C:13]([CH3:18])=[N:12][N:11]2[C:6]([O:5][CH2:4][C:3]3[C:21]([F:25])=[CH:22][CH:23]=[CH:24][C:2]=3[F:1])=[CH:7][C:8]([CH2:19][CH3:20])=[CH:9][C:10]=12)=[O:16])([CH3:70])([CH3:69])[CH3:68]. The catalyst class is: 7. (8) Product: [C:1]([C:3]1[CH:8]=[CH:7][C:6]([CH:9]2[C:18]3[C:13](=[CH:14][N:15]=[N:16][C:17]=3[O:19][CH2:36][CH3:37])[NH:12][C:11]([CH3:20])=[C:10]2[C:21]([O:23][CH2:24][CH3:25])=[O:22])=[C:5]([O:26][CH3:27])[CH:4]=1)#[N:2]. The catalyst class is: 6. Reactant: [C:1]([C:3]1[CH:8]=[CH:7][C:6]([CH:9]2[C:18]3[C:17](=[O:19])[NH:16][N:15]=[CH:14][C:13]=3[NH:12][C:11]([CH3:20])=[C:10]2[C:21]([O:23][CH2:24][CH3:25])=[O:22])=[C:5]([O:26][CH3:27])[CH:4]=1)#[N:2].ClCCl.F[B-](F)(F)F.[CH2:36]([O+](CC)CC)[CH3:37].CO. (9) Reactant: [C:1]([C:3]1([CH2:16][O:17]S(C2C=CC(C)=CC=2)(=O)=O)[CH2:8][CH2:7][N:6]([C:9]([O:11][C:12]([CH3:15])([CH3:14])[CH3:13])=[O:10])[CH2:5][CH2:4]1)#[N:2].[CH:28]1([C:31]2[C:32](O)=[CH:33][C:34]([F:41])=[C:35]([CH:40]=2)[C:36]([O:38][CH3:39])=[O:37])[CH2:30][CH2:29]1.C(=O)([O-])[O-].[K+].[K+]. Product: [C:1]([C:3]1([CH2:16][O:17][C:32]2[CH:33]=[C:34]([F:41])[C:35]([C:36]([O:38][CH3:39])=[O:37])=[CH:40][C:31]=2[CH:28]2[CH2:30][CH2:29]2)[CH2:4][CH2:5][N:6]([C:9]([O:11][C:12]([CH3:13])([CH3:14])[CH3:15])=[O:10])[CH2:7][CH2:8]1)#[N:2]. The catalyst class is: 18. (10) Reactant: [CH3:1][O:2][C:3](=[O:33])[C:4]1[CH:9]=[CH:8][C:7]([CH2:10][N:11]([C:13]2[C:18]([CH3:19])=[CH:17][C:16]([O:20][Si](C(C)C)(C(C)C)C(C)C)=[CH:15][C:14]=2[F:31])[CH3:12])=[CH:6][C:5]=1[CH3:32].[F-].C([N+](CCCC)(CCCC)CCCC)CCC.Cl. Product: [CH3:1][O:2][C:3](=[O:33])[C:4]1[CH:9]=[CH:8][C:7]([CH2:10][N:11]([C:13]2[C:18]([CH3:19])=[CH:17][C:16]([OH:20])=[CH:15][C:14]=2[F:31])[CH3:12])=[CH:6][C:5]=1[CH3:32]. The catalyst class is: 1.